This data is from TCR-epitope binding with 47,182 pairs between 192 epitopes and 23,139 TCRs. The task is: Binary Classification. Given a T-cell receptor sequence (or CDR3 region) and an epitope sequence, predict whether binding occurs between them. (1) The epitope is SGPLKAEIAQRLED. The TCR CDR3 sequence is CASSHEDRGGYDEQFF. Result: 0 (the TCR does not bind to the epitope). (2) The epitope is LLWNGPMAV. The TCR CDR3 sequence is CSVDGRTGINEQFF. Result: 1 (the TCR binds to the epitope). (3) The epitope is HTTDPSFLGRY. The TCR CDR3 sequence is CASSPDFGAQYF. Result: 1 (the TCR binds to the epitope). (4) The epitope is ELAGIGILTV. The TCR CDR3 sequence is CASSPATGVDQPQHF. Result: 1 (the TCR binds to the epitope). (5) The epitope is TPRVTGGGAM. The TCR CDR3 sequence is CSARAAGRQTSTYEQYF. Result: 0 (the TCR does not bind to the epitope).